This data is from Full USPTO retrosynthesis dataset with 1.9M reactions from patents (1976-2016). The task is: Predict the reactants needed to synthesize the given product. Given the product [F:1][C:2]1[CH:3]=[CH:4][C:5]([O:25][CH:26]([CH3:28])[CH3:27])=[C:6]([N:8]2[CH2:9][CH2:10][N:11]([CH2:14][CH2:15][CH2:16][N:17]3[C:18](=[O:24])[CH:19]([CH3:23])[CH:20]([NH:32][CH:29]4[CH2:31][CH2:30]4)[C:21]3=[O:22])[CH2:12][CH2:13]2)[CH:7]=1, predict the reactants needed to synthesize it. The reactants are: [F:1][C:2]1[CH:3]=[CH:4][C:5]([O:25][CH:26]([CH3:28])[CH3:27])=[C:6]([N:8]2[CH2:13][CH2:12][N:11]([CH2:14][CH2:15][CH2:16][N:17]3[C:21](=[O:22])[CH:20]=[C:19]([CH3:23])[C:18]3=[O:24])[CH2:10][CH2:9]2)[CH:7]=1.[CH:29]1([NH2:32])[CH2:31][CH2:30]1.